Dataset: Forward reaction prediction with 1.9M reactions from USPTO patents (1976-2016). Task: Predict the product of the given reaction. (1) Given the reactants [F:1][C:2]1[CH:8]=[CH:7][CH:6]=[C:5]([F:9])[C:3]=1[NH2:4].C1C(=O)N([Br:17])C(=O)C1, predict the reaction product. The product is: [Br:17][C:7]1[CH:8]=[C:2]([F:1])[C:3]([NH2:4])=[C:5]([F:9])[CH:6]=1. (2) Given the reactants [S:1]1[CH:5]=[CH:4][CH:3]=[C:2]1[CH:6]=O.[CH3:8][O:9][CH2:10][CH2:11][NH2:12].[C:13]1(=[O:24])[O:19][C:17](=O)[C:16]2=[CH:20][CH:21]=[CH:22][CH:23]=[C:15]2[CH2:14]1.[CH2:25]([C:32]1[CH:33]=[C:34]([CH:36]=[CH:37][CH:38]=1)[NH2:35])[C:26]1[CH:31]=[CH:30][CH:29]=[CH:28][CH:27]=1, predict the reaction product. The product is: [CH2:25]([C:32]1[CH:33]=[C:34]([NH:35][C:13]([CH:14]2[C:15]3[C:16](=[CH:20][CH:21]=[CH:22][CH:23]=3)[C:17](=[O:19])[N:12]([CH2:11][CH2:10][O:9][CH3:8])[CH:6]2[C:2]2[S:1][CH:5]=[CH:4][CH:3]=2)=[O:24])[CH:36]=[CH:37][CH:38]=1)[C:26]1[CH:27]=[CH:28][CH:29]=[CH:30][CH:31]=1. (3) The product is: [C:22]([C:26]1[CH:27]=[CH:28][C:29]([CH2:30][NH:31][C:18]([NH:1][C:2]2[C:3]3[C:8](=[C:7]([OH:12])[CH:6]=[CH:5][CH:4]=3)[CH:9]=[CH:10][CH:11]=2)=[S:19])=[CH:32][CH:33]=1)([CH3:25])([CH3:23])[CH3:24]. Given the reactants [NH2:1][C:2]1[CH:11]=[CH:10][CH:9]=[C:8]2[C:3]=1[CH:4]=[CH:5][CH:6]=[C:7]2[OH:12].C(=O)([O-])O.[Na+].[C:18](Cl)(Cl)=[S:19].[C:22]([C:26]1[CH:33]=[CH:32][C:29]([CH2:30][NH2:31])=[CH:28][CH:27]=1)([CH3:25])([CH3:24])[CH3:23], predict the reaction product. (4) Given the reactants [O:1]([C:3]1[CH:4]=[C:5]([CH:8]=[C:9]([O:13][CH3:14])[C:10]=1[O:11][CH3:12])[CH2:6][Br:7])[CH3:2].[C:15]1([P:21]([C:28]2[CH:33]=[CH:32][CH:31]=[CH:30][CH:29]=2)[C:22]2[CH:27]=[CH:26][CH:25]=[CH:24][CH:23]=2)[CH:20]=[CH:19][CH:18]=[CH:17][CH:16]=1, predict the reaction product. The product is: [Br-:7].[O:1]([C:3]1[CH:4]=[C:5]([CH:8]=[C:9]([O:13][CH3:14])[C:10]=1[O:11][CH3:12])[CH2:6][PH:21]([C:22]1[CH:23]=[CH:24][CH:25]=[CH:26][CH:27]=1)([C:28]1[CH:33]=[CH:32][CH:31]=[CH:30][CH:29]=1)[C:15]1[CH:16]=[CH:17][CH:18]=[CH:19][CH:20]=1)[CH3:2]. (5) Given the reactants Br[C:2]1[CH:3]=[C:4]2[C:8](=[CH:9][CH:10]=1)[C:7](=[O:11])[N:6]([CH:12]1[CH2:17][CH2:16][N:15]([CH3:18])[CH2:14][CH2:13]1)[CH2:5]2.[CH3:19][C:20]1([CH3:36])[C:24]([CH3:26])([CH3:25])[O:23][B:22]([B:22]2[O:23][C:24]([CH3:26])([CH3:25])[C:20]([CH3:36])([CH3:19])[O:21]2)[O:21]1, predict the reaction product. The product is: [CH3:18][N:15]1[CH2:16][CH2:17][CH:12]([N:6]2[CH2:5][C:4]3[C:8](=[CH:9][CH:10]=[C:2]([B:22]4[O:23][C:24]([CH3:26])([CH3:25])[C:20]([CH3:36])([CH3:19])[O:21]4)[CH:3]=3)[C:7]2=[O:11])[CH2:13][CH2:14]1. (6) Given the reactants [CH:1]1([CH2:4][C@H:5]([NH:23][C:24](=[O:35])[C@@H:25]([NH:27]C(=O)OC(C)(C)C)[CH3:26])[C:6]([NH:8][C@@H:9]([CH2:16][C:17]2[CH:22]=[CH:21][CH:20]=[CH:19][CH:18]=2)[C:10]([C@@:12]2([CH3:15])[CH2:14][O:13]2)=[O:11])=[O:7])[CH2:3][CH2:2]1.[C:36]([OH:42])([C:38]([F:41])([F:40])[F:39])=[O:37], predict the reaction product. The product is: [OH:42][C:36]([C:38]([F:41])([F:40])[F:39])=[O:37].[NH2:27][C@@H:25]([CH3:26])[C:24]([NH:23][C@@H:5]([CH2:4][CH:1]1[CH2:3][CH2:2]1)[C:6]([NH:8][C@@H:9]([CH2:16][C:17]1[CH:18]=[CH:19][CH:20]=[CH:21][CH:22]=1)[C:10]([C@@:12]1([CH3:15])[CH2:14][O:13]1)=[O:11])=[O:7])=[O:35].